Dataset: Forward reaction prediction with 1.9M reactions from USPTO patents (1976-2016). Task: Predict the product of the given reaction. (1) Given the reactants [Cl:1][C:2]1[CH:11]=[C:10]2[C:5]([N:6]=[CH:7][C:8]([NH:12][C@H:13]3[CH2:16][C@H:15]([NH:17][C:18]4[C:23]([NH2:24])=[CH:22][CH:21]=[CH:20][N:19]=4)[CH2:14]3)=[N:9]2)=[CH:4][CH:3]=1.[C:25](OC)(OC)(OC)[O:26][CH3:27].C(O)(=O)CC, predict the reaction product. The product is: [Cl:1][C:2]1[CH:11]=[C:10]2[C:5]([N:6]=[CH:7][C:8]([NH:12][C@H:13]3[CH2:16][C@H:15]([N:17]4[C:18]5=[N:19][CH:20]=[CH:21][CH:22]=[C:23]5[N:24]=[C:25]4[O:26][CH3:27])[CH2:14]3)=[N:9]2)=[CH:4][CH:3]=1. (2) Given the reactants Cl.Cl.[N:3]1([CH2:9][CH:10]([C:22]2([OH:28])[CH2:27][CH2:26][CH2:25][CH2:24][CH2:23]2)[C:11]2[CH:16]=[CH:15][CH:14]=[C:13]([O:17][C:18]([F:21])([F:20])[F:19])[CH:12]=2)[CH2:8][CH2:7][NH:6][CH2:5][CH2:4]1.[CH3:29][C:30]1([CH3:33])[CH2:32][O:31]1, predict the reaction product. The product is: [OH:31][C:30]([CH3:33])([CH3:32])[CH2:29][N:6]1[CH2:7][CH2:8][N:3]([CH2:9][CH:10]([C:22]2([OH:28])[CH2:27][CH2:26][CH2:25][CH2:24][CH2:23]2)[C:11]2[CH:16]=[CH:15][CH:14]=[C:13]([O:17][C:18]([F:21])([F:20])[F:19])[CH:12]=2)[CH2:4][CH2:5]1. (3) Given the reactants [CH2:1]([O:3][C:4](=[O:32])/[C:5](/[O:29][CH2:30][CH3:31])=[CH:6]/[C:7]1[CH:12]=[CH:11][C:10]([O:13][CH2:14][CH2:15][C:16]2[N:17]=[C:18]([C:22]3[CH:27]=[CH:26][CH:25]=[CH:24][CH:23]=3)[O:19][C:20]=2[CH3:21])=[CH:9][C:8]=1[CH3:28])[CH3:2], predict the reaction product. The product is: [CH2:1]([O:3][C:4](=[O:32])[CH:5]([O:29][CH2:30][CH3:31])[CH2:6][C:7]1[CH:12]=[CH:11][C:10]([O:13][CH2:14][CH2:15][C:16]2[N:17]=[C:18]([C:22]3[CH:27]=[CH:26][CH:25]=[CH:24][CH:23]=3)[O:19][C:20]=2[CH3:21])=[CH:9][C:8]=1[CH3:28])[CH3:2].